From a dataset of Reaction yield outcomes from USPTO patents with 853,638 reactions. Predict the reaction yield, written as a fraction of the theoretical maximum amount of product (1.0 means a 100% yield; for example, 0.34 means a 34% yield). (1) The reactants are [Cl:1][C:2]1[CH:7]=[CH:6][C:5]([C:8]2[S:9][C:10]([CH2:14][O:15][CH2:16][CH:17]3[CH2:22][CH2:21][CH2:20][N:19]([C:23]4[CH:30]=[CH:29][CH:28]=[CH:27][C:24]=4[CH:25]=[O:26])[CH2:18]3)=[C:11]([CH3:13])[N:12]=2)=[CH:4][CH:3]=1.[Na].[C:32](=O)(O)[O-:33].[Na+]. The catalyst is CO.[O-2].[O-2].[Mn+4]. The product is [Cl:1][C:2]1[CH:3]=[CH:4][C:5]([C:8]2[S:9][C:10]([CH2:14][O:15][CH2:16][CH:17]3[CH2:22][CH2:21][CH2:20][N:19]([C:23]4[CH:30]=[CH:29][CH:28]=[CH:27][C:24]=4[C:25]([O:33][CH3:32])=[O:26])[CH2:18]3)=[C:11]([CH3:13])[N:12]=2)=[CH:6][CH:7]=1. The yield is 0.580. (2) The reactants are [F:1][C:2]1[CH:3]=[C:4]([NH2:24])[CH:5]=[CH:6][C:7]=1[O:8][C:9]1[CH:14]=[CH:13][N:12]=[C:11]2[CH:15]=[C:16]([C:18]3[N:19]=[CH:20][N:21]([CH3:23])[CH:22]=3)[S:17][C:10]=12.[ClH:25].FC1C=C(N[C:51]([NH:53][C:54](=[O:62])[CH2:55][C:56]2[CH:61]=[CH:60][CH:59]=[CH:58][CH:57]=2)=[O:52])C=CC=1OC1C=CN=C2C=C(C(N3CCCC3)=O)SC=12. No catalyst specified. The product is [ClH:25].[ClH:25].[F:1][C:2]1[CH:3]=[C:4]([NH:24][C:51]([NH:53][C:54](=[O:62])[CH2:55][C:56]2[CH:57]=[CH:58][CH:59]=[CH:60][CH:61]=2)=[O:52])[CH:5]=[CH:6][C:7]=1[O:8][C:9]1[CH:14]=[CH:13][N:12]=[C:11]2[CH:15]=[C:16]([C:18]3[N:19]=[CH:20][N:21]([CH3:23])[CH:22]=3)[S:17][C:10]=12. The yield is 0.540. (3) The reactants are [OH:1][NH:2][C:3]([C@@H:5]([N:30]1[CH2:35][CH2:34][N:33](C(OCC2C=CC=CC=2)=O)[CH2:32][CH2:31]1)[CH2:6][NH:7][S:8]([C:11]1[CH:16]=[CH:15][C:14]([O:17][CH2:18][C:19]2[C:28]3[C:23](=[CH:24][CH:25]=[CH:26][CH:27]=3)[N:22]=[C:21]([CH3:29])[CH:20]=2)=[CH:13][CH:12]=1)(=[O:10])=[O:9])=[O:4].CCCCCCC.C(OCC)(=O)C. The catalyst is ClCCl.FC(F)(F)C(O)=O. The product is [OH:1][NH:2][C:3](=[O:4])[C@@H:5]([N:30]1[CH2:31][CH2:32][NH:33][CH2:34][CH2:35]1)[CH2:6][NH:7][S:8]([C:11]1[CH:16]=[CH:15][C:14]([O:17][CH2:18][C:19]2[C:28]3[C:23](=[CH:24][CH:25]=[CH:26][CH:27]=3)[N:22]=[C:21]([CH3:29])[CH:20]=2)=[CH:13][CH:12]=1)(=[O:9])=[O:10]. The yield is 0.700. (4) The reactants are C(O[C@@H](C1C(C)=C(C=C)C2=NC3=CN2C=1N1CCC(C)(OCCCC[C@H](C)OC2C=CC(F)=CC=2C2C=C3C=CC=2)CC1)C(OC)=O)(C)(C)C.[C:51]([O:55][C@@H:56]([C:61]1[C:90]([CH3:91])=[C:89]([CH:92]=[O:93])[C:88]2=[N:94][C:85]3=[CH:86][N:87]2[C:62]=1[N:63]1[CH2:100][CH2:99][C:66]([CH3:101])([O:67][CH2:68][CH2:69][CH2:70][CH2:71][C@H:72]([CH3:98])[O:73][C:74]2[CH:75]=[CH:76][C:77]([F:97])=[C:78](F)[C:79]=2[C:80]2[CH:95]=[C:84]3[CH:83]=[CH:82][CH:81]=2)[CH2:65][CH2:64]1)[C:57]([O:59][CH3:60])=[O:58])([CH3:54])([CH3:53])[CH3:52]. No catalyst specified. The product is [C:51]([O:55][C@@H:56]([C:61]1[C:90]([CH3:91])=[C:89]([CH:92]=[O:93])[C:88]2=[N:94][C:85]3=[CH:86][N:87]2[C:62]=1[N:63]1[CH2:64][CH2:65][C:66]([CH3:101])([O:67][CH2:68][CH2:69][CH2:70][CH2:71][C@H:72]([CH3:98])[O:73][C:74]2[CH:75]=[CH:76][C:77]([F:97])=[CH:78][C:79]=2[C:80]2[CH:95]=[C:84]3[CH:83]=[CH:82][CH:81]=2)[CH2:99][CH2:100]1)[C:57]([O:59][CH3:60])=[O:58])([CH3:54])([CH3:52])[CH3:53]. The yield is 0.820.